This data is from Full USPTO retrosynthesis dataset with 1.9M reactions from patents (1976-2016). The task is: Predict the reactants needed to synthesize the given product. (1) Given the product [Si:26]([O:20][C:17]1[CH:18]=[CH:19][C:14]([CH2:13][CH2:12][NH:11][C:4]2[C:5]3[C:10](=[N:9][CH:8]=[CH:7][N:6]=3)[N:1]=[CH:2][N:3]=2)=[CH:15][CH:16]=1)([C:29]([CH3:32])([CH3:31])[CH3:30])([CH3:28])[CH3:27], predict the reactants needed to synthesize it. The reactants are: [N:1]1[C:10]2[C:5](=[N:6][CH:7]=[CH:8][N:9]=2)[C:4]([NH:11][CH2:12][CH2:13][C:14]2[CH:19]=[CH:18][C:17]([OH:20])=[CH:16][CH:15]=2)=[N:3][CH:2]=1.N1C=CN=C1.[Si:26](Cl)([C:29]([CH3:32])([CH3:31])[CH3:30])([CH3:28])[CH3:27]. (2) The reactants are: [O:1]1[C:5]2[CH:6]=[CH:7][C:8]([CH:10]=O)=[CH:9][C:4]=2[CH:3]=[CH:2]1.[S:12]1[CH2:16][C:15](=[O:17])[NH:14][C:13]1=[O:18]. Given the product [O:1]1[C:5]2[CH:6]=[CH:7][C:8](/[CH:10]=[C:16]3/[C:15](=[O:17])[NH:14][C:13](=[O:18])[S:12]/3)=[CH:9][C:4]=2[CH:3]=[CH:2]1, predict the reactants needed to synthesize it. (3) The reactants are: C(Cl)(=O)C(Cl)=O.[CH3:7][O:8][C:9]1[CH:10]=[C:11]([CH:15]=[CH:16][C:17]=1[C:18]1[C:22]([CH3:23])=[CH:21][S:20][CH:19]=1)[C:12]([OH:14])=O.[NH2:24][S:25]([C:28]1[CH:33]=[CH:32][C:31]([C:34](=[N:36]O)[NH2:35])=[CH:30][CH:29]=1)(=[O:27])=[O:26].C(C1C=CC(S(N)(=O)=O)=CC=1)#N.CCN(C(C)C)C(C)C. Given the product [CH3:7][O:8][C:9]1[CH:10]=[C:11]([C:12]2[O:14][N:36]=[C:34]([C:31]3[CH:30]=[CH:29][C:28]([S:25]([NH2:24])(=[O:26])=[O:27])=[CH:33][CH:32]=3)[N:35]=2)[CH:15]=[CH:16][C:17]=1[C:18]1[C:22]([CH3:23])=[CH:21][S:20][CH:19]=1, predict the reactants needed to synthesize it. (4) The reactants are: [CH3:1][O:2][C:3](=[O:11])[C:4]1[CH:9]=[CH:8][CH:7]=[CH:6][C:5]=1[OH:10].[CH3:12][S:13](Cl)(=[O:15])=[O:14]. Given the product [CH3:1][O:2][C:3](=[O:11])[C:4]1[CH:9]=[CH:8][CH:7]=[CH:6][C:5]=1[O:10][S:13]([CH3:12])(=[O:15])=[O:14], predict the reactants needed to synthesize it.